This data is from Forward reaction prediction with 1.9M reactions from USPTO patents (1976-2016). The task is: Predict the product of the given reaction. Given the reactants Cl[C:2]1[N:7]=[CH:6][C:5]([C:8]([N:10]2[CH2:15][CH2:14][CH:13]([C:16]3[CH:21]=[CH:20][C:19]([F:22])=[CH:18][CH:17]=3)[CH2:12][CH2:11]2)=[O:9])=[C:4]([NH:23][C:24]2[CH:29]=[CH:28][C:27]([F:30])=[CH:26][C:25]=2[CH3:31])[CH:3]=1.[SH2:32].[Na].[Cl-].[Na+], predict the reaction product. The product is: [F:30][C:27]1[CH:28]=[CH:29][C:24]([NH:23][C:4]2[CH:3]=[C:2]([SH:32])[N:7]=[CH:6][C:5]=2[C:8]([N:10]2[CH2:15][CH2:14][CH:13]([C:16]3[CH:21]=[CH:20][C:19]([F:22])=[CH:18][CH:17]=3)[CH2:12][CH2:11]2)=[O:9])=[C:25]([CH3:31])[CH:26]=1.